From a dataset of Full USPTO retrosynthesis dataset with 1.9M reactions from patents (1976-2016). Predict the reactants needed to synthesize the given product. (1) Given the product [CH3:2][CH:3]1[CH2:8][CH2:7][CH2:6][CH2:5][N:4]1[C:9]1[CH:18]=[CH:17][C:12]([C:13]([OH:15])=[O:14])=[CH:11][C:10]=1[C:19]([F:21])([F:20])[F:22], predict the reactants needed to synthesize it. The reactants are: Cl.[CH3:2][CH:3]1[CH2:8][CH2:7][CH2:6][CH2:5][N:4]1[C:9]1[CH:18]=[CH:17][C:12]([C:13]([O:15]C)=[O:14])=[CH:11][C:10]=1[C:19]([F:22])([F:21])[F:20]. (2) Given the product [Br:1][C:2]1[CH:3]=[C:4]([CH2:8][CH:9]([NH:11][CH:12]=[O:13])[CH3:10])[CH:5]=[CH:6][CH:7]=1, predict the reactants needed to synthesize it. The reactants are: [Br:1][C:2]1[CH:3]=[C:4]([CH2:8][CH:9]([NH2:11])[CH3:10])[CH:5]=[CH:6][CH:7]=1.[CH:12](OCC)=[O:13]. (3) Given the product [CH3:14][N:13]([CH2:12][C:9]1[CH:8]=[CH:7][C:6]([O:5][CH:3]2[CH2:2][N:1]([C:27]([C:25]3[O:26][C:22]([C:16]4[CH:17]=[CH:18][CH:19]=[CH:20][CH:21]=4)=[N:23][N:24]=3)=[O:28])[CH2:4]2)=[CH:11][CH:10]=1)[CH3:15], predict the reactants needed to synthesize it. The reactants are: [NH:1]1[CH2:4][CH:3]([O:5][C:6]2[CH:11]=[CH:10][C:9]([CH2:12][N:13]([CH3:15])[CH3:14])=[CH:8][CH:7]=2)[CH2:2]1.[C:16]1([C:22]2[O:26][C:25]([C:27](OCC)=[O:28])=[N:24][N:23]=2)[CH:21]=[CH:20][CH:19]=[CH:18][CH:17]=1. (4) Given the product [CH:28]1([N:1]2[CH2:2][CH2:3][CH:4]([O:7][CH:8]3[CH2:9][CH2:10][N:11]([C:14]([O:16][C:17]([CH3:20])([CH3:19])[CH3:18])=[O:15])[CH2:12][CH2:13]3)[CH2:5][CH2:6]2)[CH2:31][CH2:30][CH2:29]1, predict the reactants needed to synthesize it. The reactants are: [NH:1]1[CH2:6][CH2:5][CH:4]([O:7][CH:8]2[CH2:13][CH2:12][N:11]([C:14]([O:16][C:17]([CH3:20])([CH3:19])[CH3:18])=[O:15])[CH2:10][CH2:9]2)[CH2:3][CH2:2]1.C(N(CC)CC)C.[CH:28]1(C([CH:28]2[CH2:31][CH2:30][CH2:29]2)=O)[CH2:31][CH2:30][CH2:29]1.C(O[BH-](OC(=O)C)OC(=O)C)(=O)C.[Na+]. (5) Given the product [F:24][C:3]([F:2])([F:23])[C:4]1[CH:22]=[CH:21][CH:20]=[CH:19][C:5]=1[CH:6]([O:14][CH:15]1[CH2:18][N:17]([C:26]([NH:25][CH2:3][CH2:4][CH2:5][CH3:6])=[O:27])[CH2:16]1)[C:7]1[CH:12]=[CH:11][C:10]([Cl:13])=[CH:9][CH:8]=1, predict the reactants needed to synthesize it. The reactants are: Cl.[F:2][C:3]([F:24])([F:23])[C:4]1[CH:22]=[CH:21][CH:20]=[CH:19][C:5]=1[CH:6]([O:14][CH:15]1[CH2:18][NH:17][CH2:16]1)[C:7]1[CH:12]=[CH:11][C:10]([Cl:13])=[CH:9][CH:8]=1.[N-:25]=[C:26]=[O:27].